The task is: Regression. Given a peptide amino acid sequence and an MHC pseudo amino acid sequence, predict their binding affinity value. This is MHC class II binding data.. This data is from Peptide-MHC class II binding affinity with 134,281 pairs from IEDB. The peptide sequence is ANGKLHDKKSMGDDH. The MHC is DRB1_1001 with pseudo-sequence DRB1_1001. The binding affinity (normalized) is 0.